From a dataset of Catalyst prediction with 721,799 reactions and 888 catalyst types from USPTO. Predict which catalyst facilitates the given reaction. (1) Reactant: Cl.[NH2:2][CH2:3][C:4]1[CH:9]=[CH:8][C:7]([C:10]2[O:14][C:13]([C:15]3[C:20]([F:21])=[CH:19][CH:18]=[CH:17][C:16]=3[F:22])=[N:12][C:11]=2[C:23]([NH2:25])=[O:24])=[CH:6][CH:5]=1.C(N(CC)CC)C.[C:33](Cl)(=[O:40])[C:34]1[CH:39]=[CH:38][CH:37]=[CH:36][CH:35]=1. Product: [C:33]([NH:2][CH2:3][C:4]1[CH:5]=[CH:6][C:7]([C:10]2[O:14][C:13]([C:15]3[C:16]([F:22])=[CH:17][CH:18]=[CH:19][C:20]=3[F:21])=[N:12][C:11]=2[C:23]([NH2:25])=[O:24])=[CH:8][CH:9]=1)(=[O:40])[C:34]1[CH:39]=[CH:38][CH:37]=[CH:36][CH:35]=1. The catalyst class is: 2. (2) Reactant: [OH-].[Na+].Cl[C:4]1[N:9]=[C:8](Cl)[N:7]=[C:6](Cl)[N:5]=1.[CH2:12]([NH2:15])[CH2:13][CH3:14]. Product: [CH2:12]([NH:15][C:4]1[N:9]=[C:8]([NH:15][CH2:12][CH2:13][CH3:14])[N:7]=[CH:6][N:5]=1)[CH2:13][CH3:14]. The catalyst class is: 95.